Dataset: Peptide-MHC class I binding affinity with 185,985 pairs from IEDB/IMGT. Task: Regression. Given a peptide amino acid sequence and an MHC pseudo amino acid sequence, predict their binding affinity value. This is MHC class I binding data. The peptide sequence is AIALGVATA. The MHC is HLA-A68:02 with pseudo-sequence HLA-A68:02. The binding affinity (normalized) is 0.0230.